This data is from Catalyst prediction with 721,799 reactions and 888 catalyst types from USPTO. The task is: Predict which catalyst facilitates the given reaction. (1) Reactant: [F:1][C:2]([F:20])([F:19])[C:3]([NH:5][C:6]1[N:7]=[C:8]2[CH:13]=[CH:12][C:11]([C:14](OC)=[O:15])=[CH:10][N:9]2[CH:18]=1)=[O:4].[H-].[Al+3].[Li+].[H-].[H-].[H-]. Product: [F:20][C:2]([F:1])([F:19])[C:3]([NH:5][C:6]1[N:7]=[C:8]2[CH:13]=[CH:12][C:11]([CH2:14][OH:15])=[CH:10][N:9]2[CH:18]=1)=[O:4]. The catalyst class is: 1. (2) Reactant: [CH2:1]([C:3]1[C:11]2[C:6](=[N:7][CH:8]=[CH:9][C:10]=2[O:12][C:13]2[CH:18]=[CH:17][C:16]([NH:19]C(=O)C)=[CH:15][C:14]=2[F:23])[N:5](S(C2C=CC(C)=CC=2)(=O)=O)[CH:4]=1)[CH3:2].[OH-].[Na+]. Product: [CH2:1]([C:3]1[C:11]2[C:6](=[N:7][CH:8]=[CH:9][C:10]=2[O:12][C:13]2[CH:18]=[CH:17][C:16]([NH2:19])=[CH:15][C:14]=2[F:23])[NH:5][CH:4]=1)[CH3:2]. The catalyst class is: 8.